Dataset: Forward reaction prediction with 1.9M reactions from USPTO patents (1976-2016). Task: Predict the product of the given reaction. (1) Given the reactants [CH3:1][O:2][C:3]1[CH:4]=[C:5]([CH:21]=[CH:22][C:23]=1[O:24][CH3:25])[CH2:6][C@H:7]1[C:16]2[C:11](=[CH:12][C:13]([O:19][CH3:20])=[C:14]([O:17][CH3:18])[CH:15]=2)[CH2:10][CH2:9][NH:8]1.Br[CH2:27][C:28](Br)=[O:29].[CH:31]1([NH2:41])[C:40]2[C:35](=[CH:36][CH:37]=[CH:38][CH:39]=2)[CH2:34][CH2:33][CH2:32]1, predict the reaction product. The product is: [CH3:1][O:2][C:3]1[CH:4]=[C:5]([CH:21]=[CH:22][C:23]=1[O:24][CH3:25])[CH2:6][C@H:7]1[C:16]2[C:11](=[CH:12][C:13]([O:19][CH3:20])=[C:14]([O:17][CH3:18])[CH:15]=2)[CH2:10][CH2:9][N:8]1[CH2:27][C:28]([NH:41][CH:31]1[C:40]2[C:35](=[CH:36][CH:37]=[CH:38][CH:39]=2)[CH2:34][CH2:33][CH2:32]1)=[O:29]. (2) Given the reactants B(F)(F)F.CCOCC.[CH2:10]([SH:14])[CH2:11][CH2:12][SH:13].[F:15][C:16]1[CH:17]=[C:18]([CH:21]=[CH:22][CH:23]=1)[CH:19]=O.CCOC(C)=O.CCCCCC, predict the reaction product. The product is: [F:15][C:16]1[CH:17]=[C:18]([CH:19]2[S:14][CH2:10][CH2:11][CH2:12][S:13]2)[CH:21]=[CH:22][CH:23]=1. (3) Given the reactants [CH3:1][C:2]1[O:6][N:5]=[C:4]([C:7]2[CH:12]=[CH:11][CH:10]=[CH:9][CH:8]=2)[C:3]=1[CH2:13][O:14][C:15]1[CH:23]=[CH:22][C:18]([C:19]([OH:21])=O)=[CH:17][N:16]=1.F[B-](F)(F)F.N1(OC(N(C)C)=[N+](C)C)C2C=CC=CC=2N=N1.C(N(CC)C(C)C)(C)C.[F:55][C:56]1[CH:62]=[CH:61][C:59]([NH2:60])=[CH:58][CH:57]=1, predict the reaction product. The product is: [F:55][C:56]1[CH:62]=[CH:61][C:59]([NH:60][C:19](=[O:21])[C:18]2[CH:22]=[CH:23][C:15]([O:14][CH2:13][C:3]3[C:4]([C:7]4[CH:8]=[CH:9][CH:10]=[CH:11][CH:12]=4)=[N:5][O:6][C:2]=3[CH3:1])=[N:16][CH:17]=2)=[CH:58][CH:57]=1. (4) Given the reactants [H-].[Na+].[CH3:3][C:4]1[C:13]([CH3:14])=[C:12](O)[C:11]2[C:6](=[C:7]([F:20])[CH:8]=[C:9]([C:16]([CH3:19])([CH3:18])[CH3:17])[CH:10]=2)[N:5]=1.Cl[C:22]([O:24][CH3:25])=[O:23], predict the reaction product. The product is: [CH3:3][C:4]1[C:13]([CH3:14])=[C:12]([C:22]([O:24][CH3:25])=[O:23])[C:11]2[C:6](=[C:7]([F:20])[CH:8]=[C:9]([C:16]([CH3:19])([CH3:18])[CH3:17])[CH:10]=2)[N:5]=1. (5) Given the reactants [CH2:1]([N:8]([CH2:16][CH2:17][CH:18]([C:32]1[CH:37]=[CH:36][C:35]([N:38]([CH2:43][CH3:44])[C:39]([O:41][CH3:42])=[O:40])=[CH:34][CH:33]=1)[C:19]1[CH:24]=[CH:23][C:22]([N:25]([C:28]([O:30][CH3:31])=[O:29])[CH2:26][CH3:27])=[CH:21][CH:20]=1)C(OC(C)(C)C)=O)[C:2]1[CH:7]=[CH:6][CH:5]=[CH:4][CH:3]=1.Cl.O1CCOCC1, predict the reaction product. The product is: [CH2:1]([NH:8][CH2:16][CH2:17][CH:18]([C:32]1[CH:33]=[CH:34][C:35]([N:38]([CH2:43][CH3:44])[C:39]([O:41][CH3:42])=[O:40])=[CH:36][CH:37]=1)[C:19]1[CH:24]=[CH:23][C:22]([N:25]([C:28]([O:30][CH3:31])=[O:29])[CH2:26][CH3:27])=[CH:21][CH:20]=1)[C:2]1[CH:3]=[CH:4][CH:5]=[CH:6][CH:7]=1.